From a dataset of Catalyst prediction with 721,799 reactions and 888 catalyst types from USPTO. Predict which catalyst facilitates the given reaction. (1) Reactant: [H-].[Na+].[F:3][C:4]1[CH:5]=[C:6]([CH:34]([OH:36])[CH3:35])[CH:7]=[CH:8][C:9]=1[N:10]1[CH2:15][CH2:14][N:13]([C:16]([C:18]2[CH:23]=[C:22]([S:24]([CH3:27])(=[O:26])=[O:25])[CH:21]=[CH:20][C:19]=2[C:28]2[CH:33]=[CH:32][CH:31]=[CH:30][CH:29]=2)=[O:17])[CH2:12][CH2:11]1.[CH3:37]I. Product: [F:3][C:4]1[CH:5]=[C:6]([CH:34]([O:36][CH3:37])[CH3:35])[CH:7]=[CH:8][C:9]=1[N:10]1[CH2:11][CH2:12][N:13]([C:16]([C:18]2[CH:23]=[C:22]([S:24]([CH3:27])(=[O:26])=[O:25])[CH:21]=[CH:20][C:19]=2[C:28]2[CH:29]=[CH:30][CH:31]=[CH:32][CH:33]=2)=[O:17])[CH2:14][CH2:15]1.[CH3:37][O:36][CH3:34]. The catalyst class is: 3. (2) Reactant: [CH3:1][C@@:2]12[C@H:11]3[CH2:12][CH:13]=[C:14]4[C@@H:19]5[CH2:20][C:21]([CH3:25])([CH3:24])[CH2:22][CH2:23][C@:18]5([C:26]([OH:28])=[O:27])[CH2:17][CH2:16][C@@:15]4([CH3:29])[C@:10]3([CH3:30])[CH2:9][CH2:8][C@H:7]1[C:6]([CH3:32])([CH3:31])[C@@H:5]([OH:33])[CH2:4][CH2:3]2.[CH2:34](Br)[C:35]1[CH:40]=[CH:39][CH:38]=[CH:37][CH:36]=1.C([O-])([O-])=O.[K+].[K+]. Product: [OH:33][C@H:5]1[CH2:4][CH2:3][C@@:2]2([CH3:1])[CH:7]([CH2:8][CH2:9][C@:10]3([CH3:30])[CH:11]2[CH2:12][CH:13]=[C:14]2[C@@:15]3([CH3:29])[CH2:16][CH2:17][C@:18]3([C:26]([O:28][CH2:34][C:35]4[CH:40]=[CH:39][CH:38]=[CH:37][CH:36]=4)=[O:27])[CH:19]2[CH2:20][C:21]([CH3:24])([CH3:25])[CH2:22][CH2:23]3)[C:6]1([CH3:32])[CH3:31]. The catalyst class is: 3. (3) Product: [CH2:7]([O:9][C:10](=[O:23])[N:11]([CH2:25][C:26]1[CH:33]=[CH:32][CH:31]=[C:28]([C:29]#[N:30])[CH:27]=1)[C:12]1[CH:17]=[C:16]([Br:18])[N:15]=[C:14]([Br:19])[C:13]=1[N+:20]([O-:22])=[O:21])[CH3:8]. The catalyst class is: 21. Reactant: C(=O)([O-])[O-].[K+].[K+].[CH2:7]([O:9][C:10](=[O:23])[NH:11][C:12]1[CH:17]=[C:16]([Br:18])[N:15]=[C:14]([Br:19])[C:13]=1[N+:20]([O-:22])=[O:21])[CH3:8].Cl[CH2:25][C:26]1[CH:27]=[C:28]([CH:31]=[CH:32][CH:33]=1)[C:29]#[N:30].[I-].[Na+].